Dataset: Catalyst prediction with 721,799 reactions and 888 catalyst types from USPTO. Task: Predict which catalyst facilitates the given reaction. (1) Reactant: [CH:1]([C:4]([C:7]([C:10]([C:13]([C:16]([CH2:19][S:20]([OH:22])=[O:21])([F:18])[F:17])([F:15])[F:14])([F:12])[F:11])([F:9])[F:8])([F:6])[F:5])([F:3])[F:2].[OH2:23].BrBr. Product: [CH:1]([C:4]([C:7]([C:10]([C:13]([C:16]([CH2:19][S:20]([OH:23])(=[O:22])=[O:21])([F:17])[F:18])([F:15])[F:14])([F:11])[F:12])([F:9])[F:8])([F:6])[F:5])([F:3])[F:2]. The catalyst class is: 15. (2) Reactant: [C:1]([C:5]1[O:21][C:9]2=[C:10]3[C:15]4=[C:16]([CH2:18][CH2:19][CH2:20][N:14]4[CH2:13][CH2:12][CH2:11]3)[CH:17]=[C:8]2/[C:7](=[CH:22]/[CH:23]=[CH:24]/[CH:25]=[CH:26]/[C:27]2[C:35]([CH2:37][CH2:38][CH2:39][CH2:40][S:41]([O-:44])(=[O:43])=[O:42])([CH3:36])[C:34]3[C:29](=[C:30]([F:48])[C:31]([F:47])=[C:32]([F:46])[C:33]=3[F:45])[N+:28]=2[CH2:49][CH2:50][CH2:51][CH2:52][CH2:53][C:54]([OH:56])=[O:55])/[CH:6]=1)([CH3:4])([CH3:3])[CH3:2].[B-](F)(F)(F)F.CN(C(O[N:70]1[C:75](=[O:76])[CH2:74][CH2:73][C:71]1=[O:72])=[N+](C)C)C.C(N(CC)C(C)C)(C)C.CO. Product: [C:1]([C:5]1[O:21][C:9]2=[C:10]3[C:15]4=[C:16]([CH2:18][CH2:19][CH2:20][N:14]4[CH2:13][CH2:12][CH2:11]3)[CH:17]=[C:8]2/[C:7](=[CH:22]/[CH:23]=[CH:24]/[CH:25]=[CH:26]/[C:27]2[C:35]([CH2:37][CH2:38][CH2:39][CH2:40][S:41]([O-:44])(=[O:42])=[O:43])([CH3:36])[C:34]3[C:29](=[C:30]([F:48])[C:31]([F:47])=[C:32]([F:46])[C:33]=3[F:45])[N+:28]=2[CH2:49][CH2:50][CH2:51][CH2:52][CH2:53][C:54]([O:56][N:70]2[C:75](=[O:76])[CH2:74][CH2:73][C:71]2=[O:72])=[O:55])/[CH:6]=1)([CH3:2])([CH3:3])[CH3:4]. The catalyst class is: 174. (3) Reactant: [CH3:1][O:2][C:3]1[CH:8]=[CH:7][C:6]([CH2:9][NH:10][C:11](=[O:31])[O:12][CH2:13][C@H:14]2[CH2:18][C@@H:17]([NH:19][S:20]([C:23]3[CH:28]=[C:27]([Br:29])[CH:26]=[CH:25][C:24]=3[Br:30])(=[O:22])=[O:21])[CH2:16][NH:15]2)=[CH:5][CH:4]=1.C[CH2:33][N:34](C(C)C)C(C)C.BrC#N.C(O)C(N)(CO)CO. Product: [CH3:1][O:2][C:3]1[CH:8]=[CH:7][C:6]([CH2:9][NH:10][C:11](=[O:31])[O:12][CH2:13][C@H:14]2[CH2:18][C@@H:17]([NH:19][S:20]([C:23]3[CH:28]=[C:27]([Br:29])[CH:26]=[CH:25][C:24]=3[Br:30])(=[O:21])=[O:22])[CH2:16][N:15]2[C:33]#[N:34])=[CH:5][CH:4]=1. The catalyst class is: 2. (4) Reactant: [CH3:1][N:2]([C:4]([N:6]=[C:7]([NH2:9])[NH2:8])=[NH:5])[CH3:3].Cl.[C:11]([OH:14])(=[O:13])[CH3:12].[OH-].[Na+]. Product: [CH3:1][N:2]([C:4]([NH:6][C:7]([NH2:9])=[NH:8])=[NH:5])[CH3:3].[C:11]([O-:14])(=[O:13])[CH3:12]. The catalyst class is: 6.